From a dataset of Forward reaction prediction with 1.9M reactions from USPTO patents (1976-2016). Predict the product of the given reaction. (1) Given the reactants [F:1][C:2]1[CH:7]=[CH:6][C:5]([C:8]2[O:9][CH:10]=[C:11]([CH:13]([O:16][CH3:17])[CH2:14][NH2:15])[N:12]=2)=[CH:4][CH:3]=1.[F:18][C:19]([F:35])([F:34])[C:20]1[O:24][N:23]=[C:22]([C:25]2[CH:26]=[C:27]([CH:31]=[CH:32][CH:33]=2)[C:28](O)=[O:29])[N:21]=1, predict the reaction product. The product is: [F:1][C:2]1[CH:3]=[CH:4][C:5]([C:8]2[O:9][CH:10]=[C:11]([CH:13]([O:16][CH3:17])[CH2:14][NH:15][C:28](=[O:29])[C:27]3[CH:31]=[CH:32][CH:33]=[C:25]([C:22]4[N:21]=[C:20]([C:19]([F:35])([F:34])[F:18])[O:24][N:23]=4)[CH:26]=3)[N:12]=2)=[CH:6][CH:7]=1. (2) The product is: [Si:24]([O:23][CH2:22][C:19]1[S:18][C:17]([CH:3]([C:4]([NH:6][C:7]2[CH:8]=[C:9]3[C:14](=[CH:15][CH:16]=2)[CH:13]=[N:12][CH:11]=[CH:10]3)=[O:5])[CH2:2][NH:1][C:36](=[O:37])[O:35][C:32]([CH3:34])([CH3:33])[CH3:31])=[CH:21][CH:20]=1)([C:27]([CH3:30])([CH3:29])[CH3:28])([CH3:26])[CH3:25]. Given the reactants [NH2:1][CH2:2][CH:3]([C:17]1[S:18][C:19]([CH2:22][O:23][Si:24]([C:27]([CH3:30])([CH3:29])[CH3:28])([CH3:26])[CH3:25])=[CH:20][CH:21]=1)[C:4]([NH:6][C:7]1[CH:8]=[C:9]2[C:14](=[CH:15][CH:16]=1)[CH:13]=[N:12][CH:11]=[CH:10]2)=[O:5].[CH3:31][C:32]([O:35][C:36](O[C:36]([O:35][C:32]([CH3:34])([CH3:33])[CH3:31])=[O:37])=[O:37])([CH3:34])[CH3:33], predict the reaction product. (3) Given the reactants Br[C:2]1[C:7]([N+:8]([O-:10])=[O:9])=[CH:6][C:5]([Br:11])=[CH:4][N:3]=1.[F:12][C:13]1[CH:18]=[CH:17][C:16]([C:19]([O:21][CH3:22])=[O:20])=[CH:15][C:14]=1B(O)O.P([O-])([O-])([O-])=O.[K+].[K+].[K+], predict the reaction product. The product is: [Br:11][C:5]1[CH:6]=[C:7]([N+:8]([O-:10])=[O:9])[C:2]([C:14]2[CH:15]=[C:16]([CH:17]=[CH:18][C:13]=2[F:12])[C:19]([O:21][CH3:22])=[O:20])=[N:3][CH:4]=1. (4) The product is: [C:1]1([C:7]2([CH2:11][N:13]3[CH2:18][CH2:17][CH2:16][CH2:15][CH2:14]3)[CH2:8][CH2:9][CH2:10]2)[CH:6]=[CH:5][CH:4]=[CH:3][CH:2]=1. Given the reactants [C:1]1([C:7]2([C:11]([N:13]3[CH2:18][CH2:17][CH2:16][CH2:15][CH2:14]3)=O)[CH2:10][CH2:9][CH2:8]2)[CH:6]=[CH:5][CH:4]=[CH:3][CH:2]=1.[H-].[H-].[H-].[H-].[Li+].[Al+3], predict the reaction product.